This data is from Forward reaction prediction with 1.9M reactions from USPTO patents (1976-2016). The task is: Predict the product of the given reaction. Given the reactants [CH3:1][C:2]1[C:33]([CH3:34])=[CH:32][CH:31]=[CH:30][C:3]=1[O:4][CH2:5][CH2:6][CH2:7][C:8]([N:10]1[C:19]2[C:14](=[C:15](C3C=CN=C(C(OC)=O)C=3)[CH:16]=[CH:17][CH:18]=2)[CH2:13][CH2:12][CH2:11]1)=[O:9].BrC1C=CN=C(C(OC)=O)C=1.Br[C:47]1[CH:48]=[C:49]([CH2:53][C:54]#[N:55])[CH:50]=[CH:51][CH:52]=1, predict the reaction product. The product is: [CH3:1][C:2]1[C:33]([CH3:34])=[CH:32][CH:31]=[CH:30][C:3]=1[O:4][CH2:5][CH2:6][CH2:7][C:8]([N:10]1[C:19]2[C:14](=[C:15]([C:47]3[CH:48]=[C:49]([CH2:53][C:54]#[N:55])[CH:50]=[CH:51][CH:52]=3)[CH:16]=[CH:17][CH:18]=2)[CH2:13][CH2:12][CH2:11]1)=[O:9].